Predict the reactants needed to synthesize the given product. From a dataset of Full USPTO retrosynthesis dataset with 1.9M reactions from patents (1976-2016). (1) Given the product [CH:8]1([C:15]2[C:23]3[C:18](=[CH:19][CH:20]=[CH:21][C:22]=3[N+:24]([O-:26])=[O:25])[N:17]([CH2:27][C:28]3[CH:32]=[CH:31][N:30]([CH2:33][CH3:34])[N:29]=3)[N:16]=2)[CH2:10][CH2:9]1, predict the reactants needed to synthesize it. The reactants are: O1CCOCC1.O.[CH:8]1(B(O)O)[CH2:10][CH2:9]1.Br[C:15]1[C:23]2[C:18](=[CH:19][CH:20]=[CH:21][C:22]=2[N+:24]([O-:26])=[O:25])[N:17]([CH2:27][C:28]2[CH:32]=[CH:31][N:30]([CH2:33][CH3:34])[N:29]=2)[N:16]=1. (2) Given the product [Br:14][C:15]1[CH:16]=[N:17][CH:18]=[C:19]([O:13][CH2:12][C@H:9]2[CH2:10][CH2:11][N:8]2[C:6]([O:5][C:1]([CH3:4])([CH3:3])[CH3:2])=[O:7])[CH:20]=1, predict the reactants needed to synthesize it. The reactants are: [C:1]([O:5][C:6]([N:8]1[CH2:11][CH2:10][C@@H:9]1[CH2:12][OH:13])=[O:7])([CH3:4])([CH3:3])[CH3:2].[Br:14][C:15]1[CH:16]=[N:17][CH:18]=[C:19](O)[CH:20]=1.C1(P(C2C=CC=CC=2)C2C=CC=CC=2)C=CC=CC=1.N#N.N(C(OC(C)C)=O)=NC(OC(C)C)=O.N(C(OC(C)C)=O)NC(OC(C)C)=O.